The task is: Predict the reaction yield, written as a fraction of the theoretical maximum amount of product (1.0 means a 100% yield; for example, 0.34 means a 34% yield).. This data is from Reaction yield outcomes from USPTO patents with 853,638 reactions. (1) The reactants are [CH2:1]([O:8][C:9]1[C:16]([F:17])=[CH:15][CH:14]=[CH:13][C:10]=1[CH:11]=[O:12])[C:2]1[CH:7]=[CH:6][CH:5]=[CH:4][CH:3]=1.[H-].[Al+3].[Li+].[H-].[H-].[H-].O.O.O.O.O.O.O.O.O.O.[O-]S([O-])(=O)=O.[Na+].[Na+]. The catalyst is O1CCCC1. The product is [CH2:1]([O:8][C:9]1[C:16]([F:17])=[CH:15][CH:14]=[CH:13][C:10]=1[CH2:11][OH:12])[C:2]1[CH:3]=[CH:4][CH:5]=[CH:6][CH:7]=1. The yield is 0.980. (2) The reactants are [CH3:1][O:2][C:3]1[C:8]([O:9][CH3:10])=[CH:7][CH:6]=[CH:5][C:4]=1[C@H:11]([CH:13]1[CH2:18][CH2:17][N:16]([CH2:19][CH2:20][C:21]2[CH:26]=[CH:25][C:24]([F:27])=[CH:23][CH:22]=2)[CH2:15][CH2:14]1)[OH:12].O.Cl.[OH-].[Na+]. The catalyst is C(COC)OC. The product is [CH3:1][O:2][C:3]1[C:8]([O:9][CH3:10])=[CH:7][CH:6]=[CH:5][C:4]=1[CH:11]([CH:13]1[CH2:14][CH2:15][N:16]([CH2:19][CH2:20][C:21]2[CH:26]=[CH:25][C:24]([F:27])=[CH:23][CH:22]=2)[CH2:17][CH2:18]1)[OH:12]. The yield is 0.697. (3) The reactants are [Mg].II.Br[C:5]1[C:10]([O:11][CH3:12])=[CH:9][C:8]([CH2:13][O:14][CH:15]([O:17][CH:18]([CH3:20])[CH3:19])[CH3:16])=[CH:7][C:6]=1[O:21][CH3:22].[B:23](OC)([O:26]C)[O:24]C.[Cl-].[NH4+].C(OC(C)C)(=O)C. The catalyst is O1CCCC1. The product is [CH:18]([O:17][CH:15]([O:14][CH2:13][C:8]1[CH:9]=[C:10]([O:11][CH3:12])[C:5]([B:23]([OH:26])[OH:24])=[C:6]([O:21][CH3:22])[CH:7]=1)[CH3:16])([CH3:20])[CH3:19]. The yield is 0.816.